From a dataset of Full USPTO retrosynthesis dataset with 1.9M reactions from patents (1976-2016). Predict the reactants needed to synthesize the given product. Given the product [NH2:17][C:15]1[N:14]=[CH:13][N:12]=[C:11]2[N:10]([CH:18]([CH3:20])[CH3:19])[N:9]=[C:8]([C:4]3[CH:3]=[C:2]([NH:1][C:32](=[O:33])[CH2:31][Cl:30])[CH:7]=[CH:6][CH:5]=3)[C:16]=12, predict the reactants needed to synthesize it. The reactants are: [NH2:1][C:2]1[CH:3]=[C:4]([C:8]2[C:16]3[C:11](=[N:12][CH:13]=[N:14][C:15]=3[NH2:17])[N:10]([CH:18]([CH3:20])[CH3:19])[N:9]=2)[CH:5]=[CH:6][CH:7]=1.CCN(C(C)C)C(C)C.[Cl:30][CH2:31][C:32](Cl)=[O:33].